This data is from Full USPTO retrosynthesis dataset with 1.9M reactions from patents (1976-2016). The task is: Predict the reactants needed to synthesize the given product. (1) Given the product [Br:12][C:13]1[CH:14]=[CH:15][C:16]([C:6]([CH3:9])([CH3:8])[CH3:7])=[N:17][CH:18]=1, predict the reactants needed to synthesize it. The reactants are: [Cu](C#N)C#N.[C:6]([Mg]Cl)([CH3:9])([CH3:8])[CH3:7].[Br:12][C:13]1[CH:14]=[CH:15][C:16](I)=[N:17][CH:18]=1. (2) Given the product [C:3]([O:7][C:8]([N:10]1[CH2:14][CH2:13][CH2:12][C@@H:11]1[CH2:15][O:16][CH2:17][CH3:18])=[O:9])([CH3:6])([CH3:5])[CH3:4], predict the reactants needed to synthesize it. The reactants are: [H-].[Na+].[C:3]([O:7][C:8]([N:10]1[CH2:14][CH2:13][CH2:12][C@@H:11]1[CH2:15][OH:16])=[O:9])([CH3:6])([CH3:5])[CH3:4].[CH2:17](I)[CH3:18]. (3) Given the product [C:18]([C:22]1[CH:23]=[C:24]2[C:29](=[C:30]([F:32])[CH:31]=1)[C:28](=[O:33])[N:27]([C:34]1[C:42]([CH2:41][OH:40])=[C:38]([N:12]3[C:10]4=[N:11][C:6]([NH:5][CH2:4][CH2:3][N:2]([CH3:17])[CH3:1])=[CH:7][CH:8]=[C:9]4[C:14]([C:15]#[N:16])=[CH:13]3)[CH:37]=[CH:36][CH:35]=1)[N:26]=[CH:25]2)([CH3:21])([CH3:19])[CH3:20], predict the reactants needed to synthesize it. The reactants are: [CH3:1][N:2]([CH3:17])[CH2:3][CH2:4][NH:5][C:6]1[N:11]=[C:10]2[NH:12][CH:13]=[C:14]([C:15]#[N:16])[C:9]2=[CH:8][CH:7]=1.[C:18]([C:22]1[CH:23]=[C:24]2[C:29](=[C:30]([F:32])[CH:31]=1)[C:28](=[O:33])[N:27]([C:34]1[C:42]3[CH2:41][O:40]B(O)[C:38]=3[CH:37]=[CH:36][CH:35]=1)[N:26]=[CH:25]2)([CH3:21])([CH3:20])[CH3:19].N1C=CC=CC=1.[NH4+].[Cl-]. (4) Given the product [C:12]([N:8]1[CH2:9][CH2:10][CH2:11][C@H:7]1[C:6]([OH:19])=[O:5])([O:14][C:15]([CH3:18])([CH3:17])[CH3:16])=[O:13], predict the reactants needed to synthesize it. The reactants are: BrCCC[O:5][C:6](=[O:19])[C@@H:7]1[CH2:11][CH2:10][CH2:9][N:8]1[C:12]([O:14][C:15]([CH3:18])([CH3:17])[CH3:16])=[O:13]. (5) Given the product [F:1][C:2]1[C:10]([F:11])=[CH:9][C:5]([CH2:6][OH:7])=[C:4]([N+:12]([O-:14])=[O:13])[CH:3]=1, predict the reactants needed to synthesize it. The reactants are: [F:1][C:2]1[C:10]([F:11])=[CH:9][C:5]([C:6](O)=[O:7])=[C:4]([N+:12]([O-:14])=[O:13])[CH:3]=1.B.O1CCCC1.CO. (6) Given the product [N+:1]([C:4]1[CH:5]=[C:6]([C:7]([N:15]2[CH2:16][CH2:17][S:13][CH2:14]2)=[O:8])[CH:10]=[CH:11][CH:12]=1)([O-:3])=[O:2], predict the reactants needed to synthesize it. The reactants are: [N+:1]([C:4]1[CH:5]=[C:6]([CH:10]=[CH:11][CH:12]=1)[C:7](Cl)=[O:8])([O-:3])=[O:2].[S:13]1[CH2:17][CH2:16][NH:15][CH2:14]1.C(N(CC)CC)C. (7) The reactants are: C(#N)C.Cl.Cl.[NH2:6][C:7]([C:11]1([C:14]([OH:16])=O)[CH2:13][CH2:12]1)([CH3:10])[CH2:8][NH2:9].C[Si](C)(C)N[Si](C)(C)C. Given the product [NH2:6][C:7]1([CH3:10])[C:11]2([CH2:13][CH2:12]2)[C:14](=[O:16])[NH:9][CH2:8]1, predict the reactants needed to synthesize it. (8) The reactants are: [OH:1][CH2:2][CH:3]([CH2:40][OH:41])[O:4][CH2:5][C:6]1[CH:11]=[CH:10][C:9]([C:12]#[C:13][C:14]2[CH:39]=[CH:38][C:17]([C:18]([N:20]([CH3:37])[C@:21]([CH3:36])([C:26]([NH:28][O:29]C3CCCCO3)=[O:27])[C:22]([NH:24][CH3:25])=[O:23])=[O:19])=[CH:16][CH:15]=2)=[CH:8][CH:7]=1.O1CCOCC1.S(=O)(=O)(O)O.C(OCC)(=O)C. Given the product [OH:29][NH:28][C:26](=[O:27])[C@:21]([N:20]([C:18](=[O:19])[C:17]1[CH:38]=[CH:39][C:14]([C:13]#[C:12][C:9]2[CH:8]=[CH:7][C:6]([CH2:5][O:4][CH:3]([CH2:2][OH:1])[CH2:40][OH:41])=[CH:11][CH:10]=2)=[CH:15][CH:16]=1)[CH3:37])([CH3:36])[C:22]([NH:24][CH3:25])=[O:23], predict the reactants needed to synthesize it.